From a dataset of Merck oncology drug combination screen with 23,052 pairs across 39 cell lines. Regression. Given two drug SMILES strings and cell line genomic features, predict the synergy score measuring deviation from expected non-interaction effect. (1) Drug 1: O=C(O)C1(Cc2cccc(Nc3nccs3)n2)CCC(Oc2cccc(Cl)c2F)CC1. Drug 2: CCc1c2c(nc3ccc(O)cc13)-c1cc3c(c(=O)n1C2)COC(=O)C3(O)CC. Cell line: NCIH520. Synergy scores: synergy=-17.9. (2) Drug 1: N#Cc1ccc(Cn2cncc2CN2CCN(c3cccc(Cl)c3)C(=O)C2)cc1. Drug 2: NC1CCCCC1N.O=C(O)C(=O)O.[Pt+2]. Cell line: UWB1289. Synergy scores: synergy=7.86. (3) Drug 1: Nc1ccn(C2OC(CO)C(O)C2(F)F)c(=O)n1. Drug 2: CNC(=O)c1cc(Oc2ccc(NC(=O)Nc3ccc(Cl)c(C(F)(F)F)c3)cc2)ccn1. Cell line: A427. Synergy scores: synergy=-2.73. (4) Drug 1: NC1(c2ccc(-c3nc4ccn5c(=O)[nH]nc5c4cc3-c3ccccc3)cc2)CCC1. Drug 2: NC1CCCCC1N.O=C(O)C(=O)O.[Pt+2]. Cell line: A375. Synergy scores: synergy=-17.8. (5) Drug 1: Nc1ccn(C2OC(CO)C(O)C2(F)F)c(=O)n1. Drug 2: C=CCn1c(=O)c2cnc(Nc3ccc(N4CCN(C)CC4)cc3)nc2n1-c1cccc(C(C)(C)O)n1. Cell line: LNCAP. Synergy scores: synergy=-40.6. (6) Drug 1: O=C(CCCCCCC(=O)Nc1ccccc1)NO. Drug 2: CC(C)CC(NC(=O)C(Cc1ccccc1)NC(=O)c1cnccn1)B(O)O. Cell line: LNCAP. Synergy scores: synergy=25.5. (7) Drug 1: CCN(CC)CCNC(=O)c1c(C)[nH]c(C=C2C(=O)Nc3ccc(F)cc32)c1C. Drug 2: CNC(=O)c1cc(Oc2ccc(NC(=O)Nc3ccc(Cl)c(C(F)(F)F)c3)cc2)ccn1. Cell line: A427. Synergy scores: synergy=3.59. (8) Drug 1: O=C(O)C1(Cc2cccc(Nc3nccs3)n2)CCC(Oc2cccc(Cl)c2F)CC1. Drug 2: NC1(c2ccc(-c3nc4ccn5c(=O)[nH]nc5c4cc3-c3ccccc3)cc2)CCC1. Cell line: VCAP. Synergy scores: synergy=13.1.